The task is: Regression. Given a peptide amino acid sequence and an MHC pseudo amino acid sequence, predict their binding affinity value. This is MHC class I binding data.. This data is from Peptide-MHC class I binding affinity with 185,985 pairs from IEDB/IMGT. The peptide sequence is SLYNTVATI. The MHC is HLA-A02:03 with pseudo-sequence HLA-A02:03. The binding affinity (normalized) is 0.639.